Dataset: Reaction yield outcomes from USPTO patents with 853,638 reactions. Task: Predict the reaction yield, written as a fraction of the theoretical maximum amount of product (1.0 means a 100% yield; for example, 0.34 means a 34% yield). (1) The reactants are [NH2:1][C:2]1[CH:11]=[CH:10][C:5]([C:6]([O:8][CH3:9])=[O:7])=[CH:4][N:3]=1.[I:12]I. The catalyst is CO.[Ag+].FC(F)(F)C([O-])=O. The product is [CH3:9][O:8][C:6](=[O:7])[C:5]1[CH:10]=[C:11]([I:12])[C:2]([NH2:1])=[N:3][CH:4]=1. The yield is 0.770. (2) The reactants are CN1CCOCC1.[CH:8]1([CH2:13][C@H:14]([CH2:35][N:36]([CH:45]=[O:46])[O:37][CH2:38][C:39]2[CH:44]=[CH:43][CH:42]=[CH:41][CH:40]=2)[C:15]([N:17]2[C@H:21]([C:22](O)=[O:23])[CH2:20][CH2:19][N:18]2[C:25](OCC2C=CC=CC=2)=O)=[O:16])[CH2:12][CH2:11][CH2:10][CH2:9]1.COC1N=C(OC)N=C([N+]2(C)CCOCC2)N=1.[CH3:64][O:65][C:66]1[C:67]([NH2:72])=[N:68][CH:69]=[CH:70][N:71]=1. The catalyst is C(#N)C.CN(C=O)C. The product is [CH:8]1([CH2:13][C@H:14]([CH2:35][N:36]([CH:45]=[O:46])[O:37][CH2:38][C:39]2[CH:44]=[CH:43][CH:42]=[CH:41][CH:40]=2)[C:15]([N:17]2[C@H:21]([C:22]([NH:72][C:67]3[C:66]([O:65][CH3:64])=[N:71][CH:70]=[CH:69][N:68]=3)=[O:23])[CH2:20][CH2:19][N:18]2[CH3:25])=[O:16])[CH2:9][CH2:10][CH2:11][CH2:12]1. The yield is 0.510. (3) The reactants are Br[C:2]1[CH:3]=[CH:4][C:5]([O:8][C:9]2[CH:14]=[CH:13][C:12]([CH2:15][CH2:16][CH3:17])=[CH:11][C:10]=2[O:18][CH3:19])=[N:6][CH:7]=1.[CH2:20]([OH:24])[CH2:21][C:22]#[CH:23].C([O-])([O-])=O.[K+].[K+].C1(P(C2C=CC=CC=2)C2C=CC=CC=2)C=CC=CC=1. The product is [CH3:19][O:18][C:10]1[CH:11]=[C:12]([CH2:15][CH2:16][CH3:17])[CH:13]=[CH:14][C:9]=1[O:8][C:5]1[N:6]=[CH:7][C:2]([C:23]#[C:22][CH2:21][CH2:20][OH:24])=[CH:3][CH:4]=1. The catalyst is COCCOC.[Pd].[Cu]I. The yield is 0.420. (4) The reactants are Cl.[NH2:2][CH2:3][C@@H:4]1[O:8][C:7](=[O:9])[N:6]([C:10]2[CH:15]=[C:14]([F:16])[C:13]([CH:17]3[CH:22]=[CH:21][S:20](=[O:24])(=[O:23])[CH2:19][CH2:18]3)=[C:12]([F:25])[CH:11]=2)[CH2:5]1.[F:26][CH:27]([F:33])[C:28](OCC)=[O:29].C(N(CC)CC)C. The catalyst is CO. The product is [O:24]=[S:20]1(=[O:23])[CH:19]=[CH:18][CH:17]([C:13]2[C:14]([F:16])=[CH:15][C:10]([N:6]3[CH2:5][C@H:4]([CH2:3][NH:2][C:28](=[O:29])[CH:27]([F:33])[F:26])[O:8][C:7]3=[O:9])=[CH:11][C:12]=2[F:25])[CH2:22][CH2:21]1. The yield is 0.800. (5) The reactants are C(O)(=O)[C:2](O)=[O:3].[CH2:7]([O:9][C:10]([CH:12]1[CH2:14][CH2:13]1)=[O:11])[CH3:8]. The catalyst is O. The product is [CH2:7]([O:9][C:10]([C:12]1([CH:2]=[O:3])[CH2:14][CH2:13]1)=[O:11])[CH3:8]. The yield is 0.510. (6) The reactants are [Cl:1][C:2]1[C:3]([O:30][C@@H:31]2[CH2:36][CH2:35][C@H:34]([OH:37])[CH2:33][C@H:32]2[C:38]2[N:42]([CH3:43])[N:41]=[CH:40][CH:39]=2)=[CH:4][C:5]([F:29])=[C:6]([S:8]([N:11](CC2C=CC(OC)=CC=2OC)[C:12]2[CH:17]=[CH:16][N:15]=[CH:14][N:13]=2)(=[O:10])=[O:9])[CH:7]=1.C([SiH](CC)CC)C.FC(F)(F)C(O)=O. The catalyst is ClCCl. The product is [Cl:1][C:2]1[C:3]([O:30][C@@H:31]2[CH2:36][CH2:35][C@H:34]([OH:37])[CH2:33][C@H:32]2[C:38]2[N:42]([CH3:43])[N:41]=[CH:40][CH:39]=2)=[CH:4][C:5]([F:29])=[C:6]([S:8]([NH:11][C:12]2[CH:17]=[CH:16][N:15]=[CH:14][N:13]=2)(=[O:10])=[O:9])[CH:7]=1. The yield is 0.600. (7) The reactants are C[Si]([C:5]#[C:6][C:7]1[CH:8]=[C:9]([NH:13][C:14](=[O:20])[O:15][C:16]([CH3:19])([CH3:18])[CH3:17])[CH:10]=[N:11][CH:12]=1)(C)C.CO.C(=O)([O-])[O-].[K+].[K+]. The catalyst is O. The product is [C:6]([C:7]1[CH:8]=[C:9]([NH:13][C:14](=[O:20])[O:15][C:16]([CH3:18])([CH3:17])[CH3:19])[CH:10]=[N:11][CH:12]=1)#[CH:5]. The yield is 0.670.